This data is from Forward reaction prediction with 1.9M reactions from USPTO patents (1976-2016). The task is: Predict the product of the given reaction. (1) Given the reactants Br[C:2]1[C:3]([CH2:18][NH:19][C:20]([C@@H:22]2[CH2:26][C@@H:25]([F:27])[C@H:24]([CH3:28])[N:23]2[S:29]([C:32]2[CH:37]=[CH:36][C:35]([F:38])=[CH:34][CH:33]=2)(=[O:31])=[O:30])=[O:21])=[CH:4][C:5]([C:8]2[CH:9]=[N:10][C:11]([C:14]([F:17])([F:16])[F:15])=[N:12][CH:13]=2)=[N:6][CH:7]=1.[CH3:39]B1OB(C)OB(C)O1.CC([O-])=O.[K+], predict the reaction product. The product is: [F:27][C@H:25]1[C@H:24]([CH3:28])[N:23]([S:29]([C:32]2[CH:37]=[CH:36][C:35]([F:38])=[CH:34][CH:33]=2)(=[O:30])=[O:31])[C@H:22]([C:20]([NH:19][CH2:18][C:3]2[C:2]([CH3:39])=[CH:7][N:6]=[C:5]([C:8]3[CH:9]=[N:10][C:11]([C:14]([F:17])([F:16])[F:15])=[N:12][CH:13]=3)[CH:4]=2)=[O:21])[CH2:26]1. (2) Given the reactants [NH:1]1[C:9]2[C:4](=[CH:5][CH:6]=[CH:7][CH:8]=2)[CH:3]=[C:2]1[C:10]([OH:12])=O.[C:13]([O:17][C:18](=[O:26])[N:19]([CH3:25])[CH:20]1[CH2:24][CH2:23][NH:22][CH2:21]1)([CH3:16])([CH3:15])[CH3:14].C1N=CN(C(N2C=NC=C2)=O)C=1, predict the reaction product. The product is: [C:13]([O:17][C:18](=[O:26])[N:19]([CH:20]1[CH2:24][CH2:23][N:22]([C:10]([C:2]2[NH:1][C:9]3[C:4]([CH:3]=2)=[CH:5][CH:6]=[CH:7][CH:8]=3)=[O:12])[CH2:21]1)[CH3:25])([CH3:16])([CH3:14])[CH3:15]. (3) The product is: [CH2:22]([N:29]1[CH:20]=[C:19]([C:18]2[C:17](=[O:21])[NH:16][C:10]3[C:9]([C:1]=2[C:2]2[CH:7]=[CH:6][CH:5]=[CH:4][CH:3]=2)=[CH:14][C:13]([Cl:15])=[CH:12][CH:11]=3)[N:31]=[N:30]1)[C:23]1[CH:28]=[CH:27][CH:26]=[CH:25][CH:24]=1. Given the reactants [C:1]([C:9]1[CH:14]=[C:13]([Cl:15])[CH:12]=[CH:11][C:10]=1[NH:16][C:17](=[O:21])[CH2:18][C:19]#[CH:20])(=O)[C:2]1[CH:7]=[CH:6][CH:5]=[CH:4][CH:3]=1.[CH2:22]([N:29]=[N+:30]=[N-:31])[C:23]1[CH:28]=[CH:27][CH:26]=[CH:25][CH:24]=1.O=C1O[C@H]([C@H](CO)O)C([O-])=C1O.[Na+], predict the reaction product. (4) Given the reactants Br[C:2]1[O:3][C:4]([C:11]([O:13][CH2:14][CH3:15])=[O:12])=[C:5]([C:7]([F:10])([F:9])[F:8])[N:6]=1.[NH:16]1[CH2:21][CH2:20][CH2:19][CH2:18][CH2:17]1, predict the reaction product. The product is: [N:16]1([C:2]2[O:3][C:4]([C:11]([O:13][CH2:14][CH3:15])=[O:12])=[C:5]([C:7]([F:10])([F:9])[F:8])[N:6]=2)[CH2:21][CH2:20][CH2:19][CH2:18][CH2:17]1. (5) Given the reactants [C:1]([O:5][C:6]([CH2:8][NH:9][C:10]([C:12]1[S:16][C:15]([C:17]([O:19]C)=O)=[CH:14][CH:13]=1)=[O:11])=[O:7])([CH3:4])([CH3:3])[CH3:2].O.[NH2:22][NH2:23], predict the reaction product. The product is: [C:1]([O:5][C:6](=[O:7])[CH2:8][NH:9][C:10]([C:12]1[S:16][C:15]([C:17]([NH:22][NH2:23])=[O:19])=[CH:14][CH:13]=1)=[O:11])([CH3:4])([CH3:3])[CH3:2].